This data is from Reaction yield outcomes from USPTO patents with 853,638 reactions. The task is: Predict the reaction yield, written as a fraction of the theoretical maximum amount of product (1.0 means a 100% yield; for example, 0.34 means a 34% yield). (1) The reactants are CC([O-])(C)C.[K+].[CH2:7]([N:14]1[C:22]2[C:17](=[CH:18][CH:19]=[CH:20][CH:21]=2)[CH:16]=[CH:15]1)C1C=CC=CC=1.[SiH:23]([CH2:28][CH3:29])([CH2:26][CH3:27])[CH2:24][CH3:25]. The catalyst is C1COCC1. The product is [CH3:7][N:14]1[C:22]2[C:17](=[CH:18][CH:19]=[CH:20][CH:21]=2)[C:16]([Si:23]([CH2:28][CH3:29])([CH2:26][CH3:27])[CH2:24][CH3:25])=[CH:15]1. The yield is 0.820. (2) The reactants are [Cl:1][C:2]1[C:7](I)=[CH:6][C:5]([NH2:9])=[C:4]([O:10][CH3:11])[CH:3]=1.[Cl:12][C:13]1[CH:18]=[CH:17][C:16]([Cl:19])=[CH:15][C:14]=1B(O)O.C([O-])([O-])=O.[Na+].[Na+]. The catalyst is O1CCOCC1.O.C1C=CC([P]([Pd]([P](C2C=CC=CC=2)(C2C=CC=CC=2)C2C=CC=CC=2)([P](C2C=CC=CC=2)(C2C=CC=CC=2)C2C=CC=CC=2)[P](C2C=CC=CC=2)(C2C=CC=CC=2)C2C=CC=CC=2)(C2C=CC=CC=2)C2C=CC=CC=2)=CC=1. The product is [Cl:12][C:13]1[CH:18]=[CH:17][C:16]([Cl:19])=[CH:15][C:14]=1[C:7]1[C:2]([Cl:1])=[CH:3][C:4]([O:10][CH3:11])=[C:5]([NH2:9])[CH:6]=1. The yield is 0.758. (3) The reactants are [NH2:1][C:2]1[C:3]([OH:13])=[C:4]([S:9]([NH2:12])(=[O:11])=[O:10])[C:5]([Cl:8])=[CH:6][CH:7]=1.N(C([C:19]1[N:23]([CH3:24])[N:22]=[C:21]([CH3:25])[CH:20]=1)=O)=[N+]=[N-].C[N:27](C)[CH:28]=[O:29]. No catalyst specified. The product is [NH2:12][S:9]([C:4]1[C:3]([OH:13])=[C:2]([NH:1][C:28]([NH:27][C:19]2[N:23]([CH3:24])[N:22]=[C:21]([CH3:25])[CH:20]=2)=[O:29])[CH:7]=[CH:6][C:5]=1[Cl:8])(=[O:11])=[O:10]. The yield is 0.0770. (4) The reactants are Cl[CH2:2][C@@H:3]1[O:7][C:6](=[O:8])[N:5]([C:9]2[CH:14]=[CH:13][C:12]([N:15]3[CH2:20][CH2:19][O:18][CH2:17][C:16]3=[O:21])=[CH:11][CH:10]=2)[CH2:4]1.[I-:22].[Na+]. The catalyst is S1(CCCC1)(=O)=O.O. The product is [I:22][CH2:2][C@@H:3]1[O:7][C:6](=[O:8])[N:5]([C:9]2[CH:14]=[CH:13][C:12]([N:15]3[CH2:20][CH2:19][O:18][CH2:17][C:16]3=[O:21])=[CH:11][CH:10]=2)[CH2:4]1. The yield is 0.814. (5) The reactants are [CH3:1][C:2]1[C:11]([CH3:12])=[CH:10][C:9]([NH2:13])=[C:8]2[C:3]=1[CH:4]=[CH:5][CH:6]=[N:7]2.[C:14]1([S:20](Cl)(=[O:22])=[O:21])[CH:19]=[CH:18][CH:17]=[CH:16][CH:15]=1. The catalyst is CN(C1C=CN=CC=1)C. The product is [CH3:1][C:2]1[C:11]([CH3:12])=[CH:10][C:9]([NH:13][S:20]([C:14]2[CH:19]=[CH:18][CH:17]=[CH:16][CH:15]=2)(=[O:22])=[O:21])=[C:8]2[C:3]=1[CH:4]=[CH:5][CH:6]=[N:7]2. The yield is 0.100. (6) The reactants are [NH:1]1[C:9]2[C:4](=[CH:5][CH:6]=[C:7]3[O:12][CH2:11][CH2:10][C:8]3=2)[C:3](=O)[C:2]1=O.[BH4-].[Na+].B(F)(F)F.CCOCC. The catalyst is O1CCCC1. The product is [NH:1]1[C:9]2[C:4](=[CH:5][CH:6]=[C:7]3[O:12][CH2:11][CH2:10][C:8]3=2)[CH:3]=[CH:2]1. The yield is 0.428. (7) The reactants are [F:1][C:2]1[C:3]([NH:24][C:25]2[CH:30]=[CH:29][C:28]([I:31])=[CH:27][C:26]=2[F:32])=[C:4]([C:9]([N:11]2[CH2:14][C:13]([CH:16]([OH:23])[CH2:17][CH:18]3[O:22][CH2:21][CH2:20][O:19]3)([OH:15])[CH2:12]2)=[O:10])[CH:5]=[CH:6][C:7]=1[F:8].C(N(CC)CC)C.[CH:40]([C:43]1[CH:48]=[C:47]([CH:49]([CH3:51])[CH3:50])[CH:46]=[C:45]([CH:52]([CH3:54])[CH3:53])[C:44]=1[S:55](Cl)(=[O:57])=[O:56])([CH3:42])[CH3:41].C(OCC)(=O)C. The catalyst is ClCCl.CN(C)C1C=CN=CC=1. The product is [CH3:42][CH:40]([C:43]1[CH:48]=[C:47]([CH:49]([CH3:50])[CH3:51])[CH:46]=[C:45]([CH:52]([CH3:54])[CH3:53])[C:44]=1[S:55]([O:23][CH:16]([C:13]1([OH:15])[CH2:12][N:11]([C:9]([C:4]2[CH:5]=[CH:6][C:7]([F:8])=[C:2]([F:1])[C:3]=2[NH:24][C:25]2[CH:30]=[CH:29][C:28]([I:31])=[CH:27][C:26]=2[F:32])=[O:10])[CH2:14]1)[CH2:17][CH:18]1[O:22][CH2:21][CH2:20][O:19]1)(=[O:56])=[O:57])[CH3:41]. The yield is 0.140.